Dataset: NCI-60 drug combinations with 297,098 pairs across 59 cell lines. Task: Regression. Given two drug SMILES strings and cell line genomic features, predict the synergy score measuring deviation from expected non-interaction effect. (1) Drug 1: CC1C(C(=O)NC(C(=O)N2CCCC2C(=O)N(CC(=O)N(C(C(=O)O1)C(C)C)C)C)C(C)C)NC(=O)C3=C4C(=C(C=C3)C)OC5=C(C(=O)C(=C(C5=N4)C(=O)NC6C(OC(=O)C(N(C(=O)CN(C(=O)C7CCCN7C(=O)C(NC6=O)C(C)C)C)C)C(C)C)C)N)C. Drug 2: C1CN(CCN1C(=O)CCBr)C(=O)CCBr. Cell line: A498. Synergy scores: CSS=19.9, Synergy_ZIP=-2.37, Synergy_Bliss=1.82, Synergy_Loewe=4.82, Synergy_HSA=3.95. (2) Drug 1: CN(C)C1=NC(=NC(=N1)N(C)C)N(C)C. Drug 2: COC1=NC(=NC2=C1N=CN2C3C(C(C(O3)CO)O)O)N. Cell line: NCI-H460. Synergy scores: CSS=1.34, Synergy_ZIP=-2.32, Synergy_Bliss=-5.58, Synergy_Loewe=-7.39, Synergy_HSA=-4.66.